This data is from Reaction yield outcomes from USPTO patents with 853,638 reactions. The task is: Predict the reaction yield, written as a fraction of the theoretical maximum amount of product (1.0 means a 100% yield; for example, 0.34 means a 34% yield). (1) The reactants are [Cl:1][C:2]1[CH:10]=[C:6]([C:7]([OH:9])=O)[C:5]([OH:11])=[CH:4][CH:3]=1.[NH2:12][C:13]1[CH:14]=[C:15]([N:19]2[C:23]([C:24]3[CH:29]=[CH:28][CH:27]=[CH:26][CH:25]=3)=[CH:22][C:21]([C:30]([F:33])([F:32])[F:31])=[N:20]2)[CH:16]=[CH:17][CH:18]=1. No catalyst specified. The product is [Cl:1][C:2]1[CH:3]=[CH:4][C:5]([OH:11])=[C:6]([CH:10]=1)[C:7]([NH:12][C:13]1[CH:18]=[CH:17][CH:16]=[C:15]([N:19]2[C:23]([C:24]3[CH:29]=[CH:28][CH:27]=[CH:26][CH:25]=3)=[CH:22][C:21]([C:30]([F:33])([F:32])[F:31])=[N:20]2)[CH:14]=1)=[O:9]. The yield is 0.744. (2) The reactants are C=O.[C:3](O)(=O)C.[Cl-].[NH2+:8]1[CH2:13][CH2:12][CH:11]([C:14]2[CH:23]=[CH:22][C:17]([C:18]([O:20][CH3:21])=[O:19])=[CH:16][CH:15]=2)[CH2:10][CH2:9]1.C([BH3-])#N.[Na+]. The catalyst is C1COCC1.O. The product is [CH3:3][N:8]1[CH2:13][CH2:12][CH:11]([C:14]2[CH:23]=[CH:22][C:17]([C:18]([O:20][CH3:21])=[O:19])=[CH:16][CH:15]=2)[CH2:10][CH2:9]1. The yield is 0.544. (3) The reactants are C([O:5][C:6](=[O:18])[CH2:7][C:8]1([C:14]([O:16][CH3:17])=[O:15])[CH2:13][CH2:12][O:11][CH2:10][CH2:9]1)(C)(C)C.FC(F)(F)C(O)=O. The catalyst is ClCCl. The product is [CH3:17][O:16][C:14]([C:8]1([CH2:7][C:6]([OH:18])=[O:5])[CH2:9][CH2:10][O:11][CH2:12][CH2:13]1)=[O:15]. The yield is 0.940. (4) The reactants are [Cl:1][C:2]1[CH:3]=[C:4]([C:8]2[C:9]([O:16][CH3:17])=[N:10][CH:11]=[C:12]([CH:15]=2)[CH:13]=[O:14])[CH:5]=[CH:6][CH:7]=1.[BH4-].[Na+].Cl.O. The catalyst is CCO. The product is [Cl:1][C:2]1[CH:3]=[C:4]([C:8]2[CH:15]=[C:12]([CH2:13][OH:14])[CH:11]=[N:10][C:9]=2[O:16][CH3:17])[CH:5]=[CH:6][CH:7]=1. The yield is 0.900. (5) The reactants are [Cl:1][C:2]1[CH:11]=[C:10]2[C:5]([CH:6]=[CH:7][C:8]([CH3:12])=[N:9]2)=[C:4]([N:13]2[CH2:18][CH2:17][N:16]([CH2:19][CH2:20][C:21]3[CH:22]=[C:23]([CH:25]=[CH:26][CH:27]=3)[NH2:24])[CH2:15][CH2:14]2)[CH:3]=1.[C:28]([Cl:31])(=[O:30])[CH3:29]. No catalyst specified. The product is [ClH:1].[ClH:31].[Cl:1][C:2]1[CH:11]=[C:10]2[C:5]([CH:6]=[CH:7][C:8]([CH3:12])=[N:9]2)=[C:4]([N:13]2[CH2:14][CH2:15][N:16]([CH2:19][CH2:20][C:21]3[CH:22]=[C:23]([NH:24][C:28](=[O:30])[CH3:29])[CH:25]=[CH:26][CH:27]=3)[CH2:17][CH2:18]2)[CH:3]=1. The yield is 0.650. (6) The reactants are [C:1]1([NH2:8])[CH:6]=[CH:5][CH:4]=[CH:3][C:2]=1[NH2:7].[Cl:9][C:10]1[CH:20]=[CH:19][C:13]([O:14][CH2:15][C:16](O)=O)=[CH:12][CH:11]=1. The catalyst is Cl. The product is [N:7]1[C:2]2[CH:3]=[CH:4][CH:5]=[CH:6][C:1]=2[NH:8][C:16]=1[CH2:15][O:14][C:13]1[CH:19]=[CH:20][C:10]([Cl:9])=[CH:11][CH:12]=1. The yield is 0.680. (7) The reactants are [CH:1]([O:4][C:5]1[CH:10]=[CH:9][C:8]([C:11]([N:13]2[CH2:18][CH2:17][C:16]3([CH2:23][NH:22][CH2:21][CH:20]([C:24]4[CH:29]=[CH:28][CH:27]=[CH:26][CH:25]=4)[O:19]3)[CH2:15][CH2:14]2)=[O:12])=[CH:7][C:6]=1[CH3:30])([CH3:3])[CH3:2].IC.[CH2:33](N(CC)CC)C.C(Cl)[Cl:41]. No catalyst specified. The product is [ClH:41].[CH:1]([O:4][C:5]1[CH:10]=[CH:9][C:8]([C:11]([N:13]2[CH2:14][CH2:15][C:16]3([CH2:23][N:22]([CH3:33])[CH2:21][CH:20]([C:24]4[CH:29]=[CH:28][CH:27]=[CH:26][CH:25]=4)[O:19]3)[CH2:17][CH2:18]2)=[O:12])=[CH:7][C:6]=1[CH3:30])([CH3:3])[CH3:2]. The yield is 0.540. (8) The reactants are [CH3:1][O:2][C:3]1[CH:4]=[C:5]2[C:10](=[CH:11][C:12]=1[O:13][CH3:14])[N:9]=[CH:8][CH:7]=[C:6]2[O:15][C:16]1[C:22]([CH3:23])=[CH:21][C:19]([NH2:20])=[C:18]([CH3:24])[CH:17]=1.ClC(Cl)(O[C:29](=[O:35])[O:30][C:31](Cl)(Cl)Cl)Cl.[Cl:37][C:38]1[CH:43]=[CH:42][CH:41]=[CH:40][C:39]=1CO.C(=O)(O)[O-].[Na+]. The catalyst is C(Cl)Cl.C(N(CC)CC)C.C1(C)C=CC=CC=1. The product is [CH3:1][O:2][C:3]1[CH:4]=[C:5]2[C:10](=[CH:11][C:12]=1[O:13][CH3:14])[N:9]=[CH:8][CH:7]=[C:6]2[O:15][C:16]1[C:22]([CH3:23])=[CH:21][C:19]([NH:20][C:29](=[O:35])[O:30][CH2:31][C:39]2[CH:40]=[CH:41][CH:42]=[CH:43][C:38]=2[Cl:37])=[C:18]([CH3:24])[CH:17]=1. The yield is 0.680. (9) The catalyst is CO.[Pd]. The reactants are [F:1][C:2]([F:27])([C:18]1[CH:23]=[CH:22][CH:21]=[C:20]([N+:24]([O-])=O)[CH:19]=1)[CH2:3][O:4][C:5]1[CH:6]=[C:7]([CH:15]=[CH:16][CH:17]=1)[CH2:8][C:9]1([CH3:14])[O:13][CH2:12][CH2:11][O:10]1. The yield is 0.920. The product is [F:27][C:2]([C:18]1[CH:19]=[C:20]([NH2:24])[CH:21]=[CH:22][CH:23]=1)([F:1])[CH2:3][O:4][C:5]1[CH:17]=[CH:16][CH:15]=[C:7]([CH2:8][C:9]2([CH3:14])[O:10][CH2:11][CH2:12][O:13]2)[CH:6]=1. (10) The product is [Br:1][C:2]1[CH:7]=[CH:6][C:5]([Cl:8])=[CH:4][C:3]=1[O:9][CH3:10]. The catalyst is [N+](CCCC)(CCCC)(CCCC)CCCC.[I-].O. The yield is 0.970. The reactants are [Br:1][C:2]1[CH:7]=[CH:6][C:5]([Cl:8])=[CH:4][C:3]=1[OH:9].[C:10](=O)([O-])[O-].[K+].[K+].CI.CN(C)C=O.